Dataset: TCR-epitope binding with 47,182 pairs between 192 epitopes and 23,139 TCRs. Task: Binary Classification. Given a T-cell receptor sequence (or CDR3 region) and an epitope sequence, predict whether binding occurs between them. (1) The epitope is EHPTFTSQYRIQGKL. The TCR CDR3 sequence is CASSYTSGSRDNEQFF. Result: 0 (the TCR does not bind to the epitope). (2) The epitope is RILGAGCFV. The TCR CDR3 sequence is CASSYGTEQPQHF. Result: 0 (the TCR does not bind to the epitope). (3) The epitope is FVDGVPFVV. The TCR CDR3 sequence is CASSEIGQQETQYF. Result: 1 (the TCR binds to the epitope).